Dataset: Reaction yield outcomes from USPTO patents with 853,638 reactions. Task: Predict the reaction yield, written as a fraction of the theoretical maximum amount of product (1.0 means a 100% yield; for example, 0.34 means a 34% yield). The reactants are C(OC([N:8]1[CH2:21][CH2:20][N:19]2[CH:10]([C:11](=[O:36])[NH:12][C:13]3[C:18]2=[N:17][CH:16]=[C:15]([CH2:22][N:23]2[CH2:28][CH2:27][N:26]([C:29]4[CH:34]=[CH:33][C:32]([Cl:35])=[CH:31][CH:30]=4)[CH2:25][CH2:24]2)[CH:14]=3)[CH2:9]1)=O)(C)(C)C.FC(F)(F)C(O)=O. The catalyst is ClCCl. The product is [Cl:35][C:32]1[CH:33]=[CH:34][C:29]([N:26]2[CH2:25][CH2:24][N:23]([CH2:22][C:15]3[CH:14]=[C:13]4[C:18]([N:19]5[CH:10]([C:11](=[O:36])[NH:12]4)[CH2:9][NH:8][CH2:21][CH2:20]5)=[N:17][CH:16]=3)[CH2:28][CH2:27]2)=[CH:30][CH:31]=1. The yield is 0.0880.